This data is from Experimentally validated miRNA-target interactions with 360,000+ pairs, plus equal number of negative samples. The task is: Binary Classification. Given a miRNA mature sequence and a target amino acid sequence, predict their likelihood of interaction. (1) The miRNA is mmu-miR-1894-3p with sequence GCAAGGGAGAGGGUGAAGGGAG. The protein sequence of the target gene is MNDDNSDRTEDGSRYVFIRDKNSNPSEYYQTSLSAQCPSVSHGDWNSDNPDAMVVDYEMDPAVDSSESVSLSHQCVEELAYPEPSSDFMGKHEFTMYSELTCQSPALVNTGKPQDLHSNCDSLEAIQDEKFDPLKPCECRSDDDYACGDSPEVLELKQTYGMKVDTANYTFIARHDIEQGQPLHAPGGLQTTVRDRNALSSCGRTPPHSSKMYVRGVNYNRENFENLQATPSKTLNTTFTVISDVLMQTDSPDVGVQGQNSLGNVTKEYTDGTRRGLIGEKEIQAVTLVSDGMEVPNGSA.... Result: 1 (interaction). (2) The miRNA is hsa-miR-4540 with sequence UUAGUCCUGCCUGUAGGUUUA. The protein sequence of the target gene is MAHRGGERDFQTSARRMGTSLLFQLSVHERELDLVFLDHSYAKPWSAHPDASSARPTRMLFVTPRRQHESTIESDVPIDVETVTSTPMPLYDNQKARSVMNECERHVIFARTDADAPPPPEDWEEHVNRTGWTMAQNKLFNKILKALQSDRLARLANEGACNEPVLRRVAVDKCARRVRQALASVSWDTKLIQWLHTTLVETLSLPMLAAYLDALQTLKGKIPTLIDRMLVSSNTKTGAAGAEALSLLLKRPWDPAVGVLSHNKPSKLPGSPLILIASSGPSSSVFPTSRRHRFWQSQLS.... Result: 0 (no interaction). (3) The miRNA is rno-miR-322-5p with sequence CAGCAGCAAUUCAUGUUUUGGA. The protein sequence of the target gene is MREAYLRCWIFSWKNVWVRPCQRLHFKTVLLQGSLLYTALDSYSTVQAAPKSSSGSVKFQGLAETGIMKMDMEDADMTLWTEAEFEEKCTYIVNDHPWDSGADGGTSVQAEASLPRNLLFKYAANNSKEVIGVVSKEYIPKGTRFGPLIGEVYTNDTVPKNANRKYFWRIYSREEFHHFIDGFNEEKSNWMRYVNPAHSAREQNLAACQNGMNIYFYTIKPIPANQELLVWYCRDFAERLHYPYPGELTVINLTQTESNPKQYSSEKNELYPKSVPKREYSVKEILKLDSNPSKRKDIYR.... Result: 0 (no interaction). (4) The miRNA is mmu-miR-206-3p with sequence UGGAAUGUAAGGAAGUGUGUGG. The protein sequence of the target gene is MRMTMEEMKNEAETTSMVSMPLYAVMYPVFNELERVNLSAAQTLRAAFIKAEKENPGLTQDIIMKILEKKSVEVNFTESLLRMAADDVEEYMIERPEPEFQDLNEKARALKQILSKIPDEINDRVRFLQTIKDIASAIKELLDTVNNVFKKYQYQNRRALEHQKKEFVKYSKSFSDTLKTYFKDGKAINVFISANRLIHQTNLILQTFKTVA. Result: 1 (interaction). (5) The miRNA is hsa-miR-488-3p with sequence UUGAAAGGCUAUUUCUUGGUC. The protein sequence of the target gene is MSRPRMRLVVTADDFGYCPRRDEGIVEAFLAGAVTSVSLLVNGAATESAAELARRHSIPTGLHANLSEGRPVGPARRGASSLLGPEGFFLGKMGFREAVAAGDVDLPQVREELEAQLSCFRELLGRAPTHADGHQHVHVLPGVCQVFAEALQAYGVRFTRLPLERGVGGCTWLEAPARAFACAVERDARAAVGPFSRHGLRWTDAFVGLSTCGRHMSAHRVSGALARVLEGTLAGHTLTAELMAHPGYPSVPPTGGCGEGPDAFSCSWERLHELRVLTAPTLRAQLAQDGVQLCALDDLD.... Result: 1 (interaction). (6) The miRNA is mmu-miR-693-3p with sequence GCAGCUUUCAGAUGUGGCUGUAA. The protein sequence of the target gene is MNSKVSSPTLLEALSSDFLACKICLEQLHTPKTLPCLHTYCQDCLAQLDIGGQVRCPECREIVPVPAEGVAAFKTNFFVNGLLDLVKARAPGDVHSGKPTCALCPLVGGKSSGGPATARCLDCADDLCQACADGHRCSRQTHKHRVVDLVGYRAGWYDEEARERQASQCPQHPGEALCFLCQPCSQLLCKDCRLGPHIDHPCLPLAEAVRSRKPGLEELLAGVDSNLVELEATRVAEKEALALLREQAASVGTQVEEAAERILKSLLAQKQEVLGQLRALVEAAEEATRERLTKIERQEQ.... Result: 1 (interaction). (7) The miRNA is hsa-miR-6867-5p with sequence UGUGUGUGUAGAGGAAGAAGGGA. The protein sequence of the target gene is MAARGVIAPVGESLRYAEYLQPSAKRPDADVDQQRLVRSLIAVGLGVAALAFAGRYAFRIWKPLEQVITETAKKISTPSFSSYYKGGFEQKMSRREAGLILGVSPSAGKAKIRTAHRRVMILNHPDKGGSPYVAAKINEAKDLLETTTKH. Result: 1 (interaction).